Dataset: Full USPTO retrosynthesis dataset with 1.9M reactions from patents (1976-2016). Task: Predict the reactants needed to synthesize the given product. Given the product [CH3:16][O:8][C:7](=[O:9])[C:6]1[CH:10]=[CH:11][C:3]([CH2:2][Br:1])=[CH:4][CH:5]=1, predict the reactants needed to synthesize it. The reactants are: [Br:1][CH2:2][C:3]1[CH:11]=[CH:10][C:6]([C:7]([OH:9])=[O:8])=[CH:5][CH:4]=1.S(Cl)(Cl)=O.[CH3:16]O.